Dataset: Reaction yield outcomes from USPTO patents with 853,638 reactions. Task: Predict the reaction yield, written as a fraction of the theoretical maximum amount of product (1.0 means a 100% yield; for example, 0.34 means a 34% yield). (1) The reactants are [CH:1]([N:4]1[C:8]([C:9]2[N:18]=[C:17]3[N:11]([CH2:12][CH2:13][O:14][C:15]4[CH:22]=[C:21]([O:23]C)[N:20]=[CH:19][C:16]=43)[CH:10]=2)=[N:7][C:6]([CH3:25])=[N:5]1)([CH3:3])[CH3:2]. The catalyst is Br.C(O)(=O)C. The product is [CH:1]([N:4]1[C:8]([C:9]2[N:18]=[C:17]3[N:11]([CH2:12][CH2:13][O:14][C:15]4[CH:22]=[C:21]([OH:23])[N:20]=[CH:19][C:16]=43)[CH:10]=2)=[N:7][C:6]([CH3:25])=[N:5]1)([CH3:3])[CH3:2]. The yield is 1.00. (2) The reactants are [Cl:1][C:2]1[CH:3]=[C:4]([S:8]([N:11]2[C:15]([C:16]3[CH:21]=[CH:20][CH:19]=[CH:18][CH:17]=3)=[C:14]([CH3:22])[C:13]([CH:23]=O)=[CH:12]2)(=[O:10])=[O:9])[CH:5]=[CH:6][CH:7]=1.[Cl-].C[NH3+].[C:28]([BH3-])#[N:29].[Na+]. The catalyst is CO. The product is [ClH:1].[Cl:1][C:2]1[CH:3]=[C:4]([S:8]([N:11]2[C:15]([C:16]3[CH:21]=[CH:20][CH:19]=[CH:18][CH:17]=3)=[C:14]([CH3:22])[C:13]([CH2:23][NH:29][CH3:28])=[CH:12]2)(=[O:10])=[O:9])[CH:5]=[CH:6][CH:7]=1. The yield is 0.240. (3) The product is [Cl:28][C:29]1[CH:34]=[CH:33][C:32]([O:35][C:2]2[CH:9]=[CH:8][C:7]([CH2:10][CH2:11][C:12]3[NH:13][CH:14]=[C:15]([CH2:19][C:20]4[CH:21]=[N:22][C:23]([O:26][CH3:27])=[N:24][CH:25]=4)[C:16](=[O:18])[N:17]=3)=[CH:6][C:3]=2[C:4]#[N:5])=[CH:31][C:30]=1[C:36]([F:37])([F:38])[F:39]. The reactants are F[C:2]1[CH:9]=[CH:8][C:7]([CH2:10][CH2:11][C:12]2[NH:13][CH:14]=[C:15]([CH2:19][C:20]3[CH:21]=[N:22][C:23]([O:26][CH3:27])=[N:24][CH:25]=3)[C:16](=[O:18])[N:17]=2)=[CH:6][C:3]=1[C:4]#[N:5].[Cl:28][C:29]1[CH:34]=[CH:33][C:32]([OH:35])=[CH:31][C:30]=1[C:36]([F:39])([F:38])[F:37].C([O-])([O-])=O.[K+].[K+]. The yield is 0.253. The catalyst is CN1C(=O)CCC1. (4) The reactants are N[C:2]1[CH:11]=[CH:10][C:9]([CH:12]2[CH2:14][CH2:13]2)=[CH:8][C:3]=1[C:4]([O:6]C)=[O:5].ClC1C=C(C=C([F:25])C=1)C(O)=O. No catalyst specified. The product is [CH:12]1([C:9]2[CH:8]=[C:3]([CH:2]=[C:11]([F:25])[CH:10]=2)[C:4]([OH:6])=[O:5])[CH2:14][CH2:13]1. The yield is 0.160. (5) The reactants are [NH2:1][C:2]1[N:3]=[C:4]([N:13]2[CH2:18][CH2:17][N:16]([C:19](=[O:29])[CH2:20][O:21][C:22]3[CH:27]=[CH:26][C:25]([Cl:28])=[CH:24][CH:23]=3)[CH2:15][CH2:14]2)[C:5]2[N:10]=[C:9]([S:11][CH3:12])[S:8][C:6]=2[N:7]=1.C1C=C(Cl)C=C(C(OO)=[O:38])C=1. The catalyst is ClCCl. The product is [NH2:1][C:2]1[N:3]=[C:4]([N:13]2[CH2:18][CH2:17][N:16]([C:19](=[O:29])[CH2:20][O:21][C:22]3[CH:27]=[CH:26][C:25]([Cl:28])=[CH:24][CH:23]=3)[CH2:15][CH2:14]2)[C:5]2[N:10]=[C:9]([S:11]([CH3:12])=[O:38])[S:8][C:6]=2[N:7]=1. The yield is 0.700. (6) The reactants are Br[CH2:2]/[CH:3]=[CH:4]/[C:5]([NH:7][CH2:8][CH2:9][CH3:10])=[O:6].[OH:11][C:12]1[CH:19]=[CH:18][CH:17]=[C:16]([N+:20]([O-:22])=[O:21])[C:13]=1[C:14]#[N:15].C(=O)([O-])[O-].[K+].[K+].C1OCCOCCOCCOCCOCCOC1. The catalyst is CC(C)=O. The product is [C:14]([C:13]1[C:16]([N+:20]([O-:22])=[O:21])=[CH:17][CH:18]=[CH:19][C:12]=1[O:11][CH2:2]/[CH:3]=[CH:4]/[C:5]([NH:7][CH2:8][CH2:9][CH3:10])=[O:6])#[N:15]. The yield is 0.790. (7) The reactants are Br[C:2]1[CH:3]=[CH:4][C:5]([O:8][C:9]2[CH:14]=[CH:13][CH:12]=[CH:11][CH:10]=2)=[N:6][CH:7]=1.C([Li])CCC.CN(C)[CH:22]=[O:23]. The catalyst is O1CCCC1. The product is [O:8]([C:5]1[N:6]=[CH:7][C:2]([CH:22]=[O:23])=[CH:3][CH:4]=1)[C:9]1[CH:14]=[CH:13][CH:12]=[CH:11][CH:10]=1. The yield is 0.370. (8) The reactants are [O:1]=[C:2]1[C:11]2[C:6](=[CH:7][CH:8]=[CH:9][CH:10]=2)[CH2:5][C@@H:4]([CH2:12][CH2:13][C:14]([OH:16])=O)[CH2:3]1.C1N=CN(C(N2C=NC=C2)=O)C=1.[F:29][C:30]1[C:39]2[C:34](=[CH:35][CH:36]=[CH:37][CH:38]=2)[C:33]([C@H:40]([NH2:42])[CH3:41])=[CH:32][CH:31]=1. The catalyst is CN(C=O)C. The product is [F:29][C:30]1[C:39]2[C:34](=[CH:35][CH:36]=[CH:37][CH:38]=2)[C:33]([C@H:40]([NH:42][C:14](=[O:16])[CH2:13][CH2:12][C@@H:4]2[CH2:3][C:2](=[O:1])[C:11]3[C:6](=[CH:7][CH:8]=[CH:9][CH:10]=3)[CH2:5]2)[CH3:41])=[CH:32][CH:31]=1. The yield is 0.581. (9) The reactants are [CH3:1][O:2][C:3]([C:5]1[C:9]([NH:10][C:11](=[O:15])[CH2:12]CCl)=[CH:8][S:7][CH:6]=1)=[O:4].C(=O)([O-])[O-].[K+].[K+].[I:22][C:23]1[CH:28]=[CH:27][C:26]([OH:29])=[CH:25][CH:24]=1.C(OCC)(=O)C. The catalyst is CN(C)C=O. The product is [CH3:1][O:2][C:3]([C:5]1[C:9]([NH:10][C:11](=[O:15])[CH2:12][O:29][C:26]2[CH:27]=[CH:28][C:23]([I:22])=[CH:24][CH:25]=2)=[CH:8][S:7][CH:6]=1)=[O:4]. The yield is 0.790. (10) The reactants are [Si:1]([O:8][C@@H:9]1[C@H:13]([CH2:14][O:15][Si:16]([C:19]([CH3:22])([CH3:21])[CH3:20])([CH3:18])[CH3:17])[CH2:12][C@@H:11]([OH:23])[CH2:10]1)([C:4]([CH3:7])([CH3:6])[CH3:5])([CH3:3])[CH3:2].[H-].[Na+].[NH2:26][C:27]1[C:32]([N+:33]([O-:35])=[O:34])=[C:31](Cl)[CH:30]=[CH:29][N:28]=1. The catalyst is C1COCC1. The product is [Si:1]([O:8][C@@H:9]1[C@H:13]([CH2:14][O:15][Si:16]([C:19]([CH3:22])([CH3:21])[CH3:20])([CH3:17])[CH3:18])[CH2:12][C@@H:11]([O:23][C:31]2[CH:30]=[CH:29][N:28]=[C:27]([NH2:26])[C:32]=2[N+:33]([O-:35])=[O:34])[CH2:10]1)([C:4]([CH3:7])([CH3:6])[CH3:5])([CH3:3])[CH3:2]. The yield is 0.350.